From a dataset of Catalyst prediction with 721,799 reactions and 888 catalyst types from USPTO. Predict which catalyst facilitates the given reaction. (1) Reactant: [Cr](Cl)([O-])(=O)=O.[NH+]1C=CC=CC=1.[C:12]([O:16][C:17]([NH:19][C@@:20]([CH3:32])([CH2:23][O:24][C:25](=[O:31])[CH2:26][CH2:27][CH2:28][CH2:29][CH3:30])[CH2:21][OH:22])=[O:18])([CH3:15])([CH3:14])[CH3:13].CCOCC. Product: [C:12]([O:16][C:17]([NH:19][C@@:20]([CH3:32])([CH2:23][O:24][C:25](=[O:31])[CH2:26][CH2:27][CH2:28][CH2:29][CH3:30])[CH:21]=[O:22])=[O:18])([CH3:15])([CH3:14])[CH3:13]. The catalyst class is: 2. (2) Reactant: [NH2:1][C@H:2]([C:8]([OH:10])=[O:9])[CH2:3][CH2:4][CH2:5][CH2:6][NH2:7].[NH2:11][C@H:12]([C:18]([O-:20])=[O:19])[CH2:13][CH2:14][C:15]([O-:17])=[O:16].C(O)(=O)/C=C/C(O)=O.[I:29]I. Product: [NH2:1][C@H:2]([C:8]([OH:10])=[O:9])[CH2:3][CH2:4][CH2:5][CH2:6][NH2:7].[I+2:29].[NH2:11][C@H:12]([C:18]([O-:20])=[O:19])[CH2:13][CH2:14][C:15]([O-:17])=[O:16]. The catalyst class is: 6. (3) Reactant: [OH-].[K+].[Si]([O:10][C:11]1[CH:16]=[CH:15][C:14]([N:17]([C:65]2[CH:66]=[C:67]3[C:71](=[CH:72][CH:73]=2)[N:70](C(OC(C)(C)C)=O)[CH:69]=[CH:68]3)[C:18]([C:20]2[C:28]3[C:23](=[CH:24][CH:25]=[CH:26][CH:27]=3)[N:22]([C:29]3[CH:34]=[C:33]([O:35][CH3:36])[C:32]([O:37][CH2:38][C:39]4[CH:44]=[CH:43][CH:42]=[CH:41][CH:40]=4)=[CH:31][C:30]=3[C:45]([N:47]3[C@H:56]([CH2:57][N:58]4[CH2:63][CH2:62][N:61]([CH3:64])[CH2:60][CH2:59]4)[CH2:55][C:54]4[C:49](=[CH:50][CH:51]=[CH:52][CH:53]=4)[CH2:48]3)=[O:46])[CH:21]=2)=[O:19])=[CH:13][CH:12]=1)(C(C)(C)C)(C)C. Product: [CH2:38]([O:37][C:32]1[C:33]([O:35][CH3:36])=[CH:34][C:29]([N:22]2[C:23]3[C:28](=[CH:27][CH:26]=[CH:25][CH:24]=3)[C:20]([C:18]([N:17]([C:14]3[CH:13]=[CH:12][C:11]([OH:10])=[CH:16][CH:15]=3)[C:65]3[CH:66]=[C:67]4[C:71](=[CH:72][CH:73]=3)[NH:70][CH:69]=[CH:68]4)=[O:19])=[CH:21]2)=[C:30]([C:45]([N:47]2[C@H:56]([CH2:57][N:58]3[CH2:59][CH2:60][N:61]([CH3:64])[CH2:62][CH2:63]3)[CH2:55][C:54]3[C:49](=[CH:50][CH:51]=[CH:52][CH:53]=3)[CH2:48]2)=[O:46])[CH:31]=1)[C:39]1[CH:40]=[CH:41][CH:42]=[CH:43][CH:44]=1. The catalyst class is: 5. (4) Reactant: [CH3:1][CH:2]1[CH2:7][NH:6][CH2:5][CH:4]([CH3:8])[NH:3]1.[O:9]1[CH2:14][CH2:13][CH:12]([C:15](O)=[O:16])[CH2:11][CH2:10]1.Cl.C(N=C=NCCCN(C)C)C. Product: [CH3:8][CH:4]1[NH:3][CH:2]([CH3:1])[CH2:7][N:6]([C:15]([CH:12]2[CH2:13][CH2:14][O:9][CH2:10][CH2:11]2)=[O:16])[CH2:5]1. The catalyst class is: 143. (5) Reactant: [C:1]([O:5][C:6]([C:8]1[O:9][C:10]2[CH:17]=[CH:16][CH:15]=[C:14]([OH:18])[C:11]=2[C:12]=1[CH3:13])=[O:7])([CH3:4])([CH3:3])[CH3:2].Br[CH:20]([CH3:22])[CH3:21].C([O-])([O-])=O.[K+].[K+]. Product: [C:1]([O:5][C:6]([C:8]1[O:9][C:10]2[CH:17]=[CH:16][CH:15]=[C:14]([O:18][CH:20]([CH3:22])[CH3:21])[C:11]=2[C:12]=1[CH3:13])=[O:7])([CH3:4])([CH3:2])[CH3:3]. The catalyst class is: 3.